Task: Predict the reactants needed to synthesize the given product.. Dataset: Full USPTO retrosynthesis dataset with 1.9M reactions from patents (1976-2016) (1) Given the product [CH2:1]([NH:8][C:9]1[N:14]2[N:15]=[CH:16][C:17]([Br:18])=[C:13]2[N:12]=[CH:11][C:10]=1[C:19]([N:33]1[CH2:34][CH2:35][CH:30]([C:27]2[CH:26]=[CH:25][C:24]([CH3:23])=[CH:29][CH:28]=2)[CH2:31][CH2:32]1)=[O:21])[C:2]1[CH:3]=[CH:4][CH:5]=[CH:6][CH:7]=1, predict the reactants needed to synthesize it. The reactants are: [CH2:1]([NH:8][C:9]1[N:14]2[N:15]=[CH:16][C:17]([Br:18])=[C:13]2[N:12]=[CH:11][C:10]=1[C:19]([OH:21])=O)[C:2]1[CH:7]=[CH:6][CH:5]=[CH:4][CH:3]=1.Cl.[CH3:23][C:24]1[CH:29]=[CH:28][C:27]([CH:30]2[CH2:35][CH2:34][NH:33][CH2:32][CH2:31]2)=[CH:26][CH:25]=1. (2) Given the product [Cl:8][C:9]1[C:10]([C:24]([NH2:26])=[O:25])=[C:11]2[CH2:16][N:15]([S:39]([C:35]3[S:34][CH:38]=[CH:37][CH:36]=3)(=[O:41])=[O:40])[CH2:14][CH2:13][N:12]2[C:17]=1[C:18]1[CH:23]=[CH:22][CH:21]=[CH:20][CH:19]=1, predict the reactants needed to synthesize it. The reactants are: FC(F)(F)C(O)=O.[Cl:8][C:9]1[C:10]([C:24]([NH2:26])=[O:25])=[C:11]2[CH2:16][NH:15][CH2:14][CH2:13][N:12]2[C:17]=1[C:18]1[CH:23]=[CH:22][CH:21]=[CH:20][CH:19]=1.C(N(CC)CC)C.[S:34]1[CH:38]=[CH:37][CH:36]=[C:35]1[S:39](Cl)(=[O:41])=[O:40]. (3) The reactants are: [O:1]1[C:5]2([CH2:10][CH2:9][CH:8]([OH:11])[CH2:7][CH2:6]2)[O:4][CH2:3][CH2:2]1.[H-].[Na+].Cl[C:15]1[N:20]=[CH:19][CH:18]=[CH:17][N:16]=1. Given the product [O:1]1[C:5]2([CH2:10][CH2:9][CH:8]([O:11][C:15]3[N:20]=[CH:19][CH:18]=[CH:17][N:16]=3)[CH2:7][CH2:6]2)[O:4][CH2:3][CH2:2]1, predict the reactants needed to synthesize it. (4) Given the product [CH2:28]([C:30]1[CH:35]=[CH:34][C:33]([CH3:36])=[CH:32][C:31]=1[N:37]1[CH:55]([CH3:56])[CH2:54][S:39]/[C:38]/1=[N:40]\[C:2]([NH:1][CH2:4][CH2:5][C:6]1[CH:11]=[CH:10][C:9]([C:12]2[N:16]=[CH:15][N:14]([C:17]3[CH:22]=[CH:21][C:20]([O:23][C:24]([F:26])([F:25])[F:27])=[CH:19][CH:18]=3)[N:13]=2)=[CH:8][CH:7]=1)=[O:3])[CH3:29], predict the reactants needed to synthesize it. The reactants are: [N:1]([CH2:4][CH2:5][C:6]1[CH:11]=[CH:10][C:9]([C:12]2[N:16]=[CH:15][N:14]([C:17]3[CH:22]=[CH:21][C:20]([O:23][C:24]([F:27])([F:26])[F:25])=[CH:19][CH:18]=3)[N:13]=2)=[CH:8][CH:7]=1)=[C:2]=[O:3].[CH2:28]([C:30]1[CH:35]=[CH:34][C:33]([CH3:36])=[CH:32][C:31]=1[NH:37][C:38]([NH2:40])=[S:39])[CH3:29].C(=O)([O-])[O-].[Cs+].[Cs+].C(=O)([O-])[O-].[K+].[K+].Br[CH2:54][CH:55](Br)[CH3:56]. (5) The reactants are: [Na+].Cl[CH2:3][CH:4]([OH:10])[CH2:5][S:6]([O-:9])(=[O:8])=[O:7].[CH2:11]([NH2:13])[CH3:12].[Na]. Given the product [CH2:11]([NH:13][CH2:3][CH:4]([OH:10])[CH2:5][S:6]([OH:9])(=[O:8])=[O:7])[CH3:12], predict the reactants needed to synthesize it. (6) Given the product [Cl:1][C:2]1[C:10]2[N:9]=[C:8]3[N:11]([C:16]4[CH:24]=[CH:23][C:19]([C:20]([NH:32][CH3:36])=[O:22])=[CH:18][C:17]=4[CH3:25])[CH2:12][CH2:13][CH2:14][CH2:15][N:7]3[C:6]=2[C:5]([CH:26]([CH2:27][CH3:28])[CH2:29][CH3:30])=[CH:4][CH:3]=1, predict the reactants needed to synthesize it. The reactants are: [Cl:1][C:2]1[C:10]2[N:9]=[C:8]3[N:11]([C:16]4[CH:24]=[CH:23][C:19]([C:20]([OH:22])=O)=[CH:18][C:17]=4[CH3:25])[CH2:12][CH2:13][CH2:14][CH2:15][N:7]3[C:6]=2[C:5]([CH:26]([CH2:29][CH3:30])[CH2:27][CH3:28])=[CH:4][CH:3]=1.O[N:32]1[C:36]2C=CC=CC=2N=N1.Cl.C(N=C=NCCCN(C)C)C.CN. (7) The reactants are: [NH2:1][CH2:2][C:3]([NH:5][C@H:6]1[CH2:11][CH2:10][C@@H:9]([NH:12][C:13]([CH3:16])([CH3:15])[CH3:14])[CH2:8][C@H:7]1[CH2:17][CH2:18][CH2:19][CH3:20])=[O:4].Cl[C:22]1[C:31]2[C:26](=[CH:27][CH:28]=[C:29]([Cl:32])[CH:30]=2)[N:25]=[CH:24][N:23]=1.C(N(CC)CC)C. Given the product [CH2:17]([C@@H:7]1[CH2:8][C@H:9]([NH:12][C:13]([CH3:14])([CH3:15])[CH3:16])[CH2:10][CH2:11][C@@H:6]1[NH:5][C:3](=[O:4])[CH2:2][NH:1][C:22]1[C:31]2[C:26](=[CH:27][CH:28]=[C:29]([Cl:32])[CH:30]=2)[N:25]=[CH:24][N:23]=1)[CH2:18][CH2:19][CH3:20], predict the reactants needed to synthesize it.